The task is: Regression. Given two drug SMILES strings and cell line genomic features, predict the synergy score measuring deviation from expected non-interaction effect.. This data is from NCI-60 drug combinations with 297,098 pairs across 59 cell lines. (1) Drug 1: C1=CC(=CC=C1CCCC(=O)O)N(CCCl)CCCl. Drug 2: CS(=O)(=O)OCCCCOS(=O)(=O)C. Cell line: SR. Synergy scores: CSS=73.8, Synergy_ZIP=-1.18, Synergy_Bliss=-1.17, Synergy_Loewe=-4.29, Synergy_HSA=0.465. (2) Drug 1: CC1=C2C(C(=O)C3(C(CC4C(C3C(C(C2(C)C)(CC1OC(=O)C(C(C5=CC=CC=C5)NC(=O)OC(C)(C)C)O)O)OC(=O)C6=CC=CC=C6)(CO4)OC(=O)C)OC)C)OC. Drug 2: CC1=C(C=C(C=C1)NC(=O)C2=CC=C(C=C2)CN3CCN(CC3)C)NC4=NC=CC(=N4)C5=CN=CC=C5. Cell line: OVCAR-5. Synergy scores: CSS=43.6, Synergy_ZIP=2.17, Synergy_Bliss=-0.670, Synergy_Loewe=-23.7, Synergy_HSA=-0.831. (3) Drug 1: CCC1(CC2CC(C3=C(CCN(C2)C1)C4=CC=CC=C4N3)(C5=C(C=C6C(=C5)C78CCN9C7C(C=CC9)(C(C(C8N6C)(C(=O)OC)O)OC(=O)C)CC)OC)C(=O)OC)O.OS(=O)(=O)O. Drug 2: CC1=C2C(C(=O)C3(C(CC4C(C3C(C(C2(C)C)(CC1OC(=O)C(C(C5=CC=CC=C5)NC(=O)OC(C)(C)C)O)O)OC(=O)C6=CC=CC=C6)(CO4)OC(=O)C)O)C)O. Cell line: MDA-MB-231. Synergy scores: CSS=3.56, Synergy_ZIP=5.43, Synergy_Bliss=1.56, Synergy_Loewe=-7.37, Synergy_HSA=-2.10. (4) Drug 1: CC1=C(C(=CC=C1)Cl)NC(=O)C2=CN=C(S2)NC3=CC(=NC(=N3)C)N4CCN(CC4)CCO. Drug 2: CC1=C(N=C(N=C1N)C(CC(=O)N)NCC(C(=O)N)N)C(=O)NC(C(C2=CN=CN2)OC3C(C(C(C(O3)CO)O)O)OC4C(C(C(C(O4)CO)O)OC(=O)N)O)C(=O)NC(C)C(C(C)C(=O)NC(C(C)O)C(=O)NCCC5=NC(=CS5)C6=NC(=CS6)C(=O)NCCC[S+](C)C)O. Cell line: SK-MEL-5. Synergy scores: CSS=7.24, Synergy_ZIP=14.5, Synergy_Bliss=14.2, Synergy_Loewe=-1.94, Synergy_HSA=1.63.